From a dataset of Catalyst prediction with 721,799 reactions and 888 catalyst types from USPTO. Predict which catalyst facilitates the given reaction. (1) The catalyst class is: 2. Reactant: [Cl:1][C:2]1[CH:7]=[CH:6][C:5]([C:8]2[C:14]3[CH:15]=[C:16]([O:19][CH3:20])[CH:17]=[CH:18][C:13]=3[N:12]3[C:21]([CH3:24])=[N:22][N:23]=[C:11]3[C@H:10]([CH2:25][C:26]([OH:28])=O)[N:9]=2)=[CH:4][CH:3]=1.CN(C(ON1N=NC2C=CC=NC1=2)=[N+](C)C)C.F[P-](F)(F)(F)(F)F.CCN(C(C)C)C(C)C.[NH2:62][CH2:63][CH2:64][C:65]1[CH:66]=[C:67]([B:71]([OH:73])[OH:72])[CH:68]=[CH:69][CH:70]=1. Product: [Cl:1][C:2]1[CH:7]=[CH:6][C:5]([C:8]2[C:14]3[CH:15]=[C:16]([O:19][CH3:20])[CH:17]=[CH:18][C:13]=3[N:12]3[C:21]([CH3:24])=[N:22][N:23]=[C:11]3[C@H:10]([CH2:25][C:26]([NH:62][CH2:63][CH2:64][C:65]3[CH:66]=[C:67]([B:71]([OH:73])[OH:72])[CH:68]=[CH:69][CH:70]=3)=[O:28])[N:9]=2)=[CH:4][CH:3]=1. (2) Reactant: [F:1][C:2]1[C:18]([CH:19]=O)=[C:17]([B:21]2[O:25]C(C)(C)C(C)(C)[O:22]2)[CH:16]=[CH:15][C:3]=1[O:4][C:5]1[CH:12]=[CH:11][C:8]([C:9]#[N:10])=[C:7]([O:13][CH3:14])[N:6]=1.[BH4-].[Na+].Cl. Product: [F:1][C:2]1[C:18]2[CH2:19][O:22][B:21]([OH:25])[C:17]=2[CH:16]=[CH:15][C:3]=1[O:4][C:5]1[CH:12]=[CH:11][C:8]([C:9]#[N:10])=[C:7]([O:13][CH3:14])[N:6]=1. The catalyst class is: 5.